This data is from Full USPTO retrosynthesis dataset with 1.9M reactions from patents (1976-2016). The task is: Predict the reactants needed to synthesize the given product. (1) Given the product [NH2:1][C:2]1[C:6]2[C:7](=[O:20])[N:8]([C:12]3[C:17]([F:18])=[CH:16][CH:15]=[CH:14][C:13]=3[F:19])[CH:9]=[C:10]([C:47]3[CH:48]=[CH:49][N:45]([CH3:44])[N:46]=3)[C:5]=2[NH:4][N:3]=1, predict the reactants needed to synthesize it. The reactants are: [NH2:1][C:2]1[C:6]2[C:7](=[O:20])[N:8]([C:12]3[C:17]([F:18])=[CH:16][CH:15]=[CH:14][C:13]=3[F:19])[CH:9]=[C:10](Br)[C:5]=2[NH:4][N:3]=1.CC1(C)C(C)(C)OB(B2OC(C)(C)C(C)(C)O2)O1.C([O-])(=O)C.[K+].[CH3:44][N:45]1[CH:49]=[CH:48][C:47](I)=[N:46]1.C(=O)([O-])[O-].[Na+].[Na+]. (2) Given the product [CH2:9]([S:8][C:6]1[C:5]([C:11]([NH:13][CH2:14][C:15]2[CH:20]=[CH:19][CH:18]=[C:17]([F:21])[CH:16]=2)=[O:12])=[C:4]([CH3:22])[CH:3]=[C:2]([N:24]([CH3:23])[CH2:25][CH:26]2[CH2:31][CH2:30][CH2:29][CH2:28][O:27]2)[N:7]=1)[CH3:10], predict the reactants needed to synthesize it. The reactants are: Cl[C:2]1[N:7]=[C:6]([S:8][CH2:9][CH3:10])[C:5]([C:11]([NH:13][CH2:14][C:15]2[CH:20]=[CH:19][CH:18]=[C:17]([F:21])[CH:16]=2)=[O:12])=[C:4]([CH3:22])[CH:3]=1.[CH3:23][NH:24][CH2:25][CH:26]1[CH2:31][CH2:30][CH2:29][CH2:28][O:27]1.CCN(C(C)C)C(C)C. (3) The reactants are: C([O:9][C@:10]1([CH3:46])[CH:14]([O:15]C(=O)C2C=CC=CC=2)[CH:13]([CH2:24][O:25]C(=O)C2C=CC=CC=2)[O:12][C@H:11]1[N:34]1[C:38]2[N:39]=[CH:40][N:41]=[C:42]([NH2:43])[C:37]=2[C:36]([C:44]#[N:45])=[CH:35]1)(=O)C1C=CC=CC=1.N. Given the product [NH2:43][C:42]1[C:37]2[C:36]([C:44]#[N:45])=[CH:35][N:34]([C@H:11]3[C@@:10]([OH:9])([CH3:46])[CH:14]([OH:15])[CH:13]([CH2:24][OH:25])[O:12]3)[C:38]=2[N:39]=[CH:40][N:41]=1, predict the reactants needed to synthesize it.